The task is: Regression. Given a peptide amino acid sequence and an MHC pseudo amino acid sequence, predict their binding affinity value. This is MHC class I binding data.. This data is from Peptide-MHC class I binding affinity with 185,985 pairs from IEDB/IMGT. (1) The peptide sequence is VEIFKHLVF. The MHC is HLA-A02:01 with pseudo-sequence HLA-A02:01. The binding affinity (normalized) is 0.0847. (2) The peptide sequence is LMWASSGFF. The MHC is HLA-B48:01 with pseudo-sequence HLA-B48:01. The binding affinity (normalized) is 0.234.